From a dataset of Full USPTO retrosynthesis dataset with 1.9M reactions from patents (1976-2016). Predict the reactants needed to synthesize the given product. (1) The reactants are: [F:1][C:2]([F:40])([F:39])[C:3]1[CH:4]=[CH:5][C:6]([O:9][C:10]2[CH:15]=[CH:14][C:13]([O:16][C:17]([N:19]3[CH2:24][CH2:23][CH:22]([CH2:25][O:26][C:27]4[CH:32]=[CH:31][C:30]([C:33]([O:35]CC=C)=[O:34])=[CH:29][CH:28]=4)[CH2:21][CH2:20]3)=[O:18])=[CH:12][CH:11]=2)=[N:7][CH:8]=1. Given the product [F:40][C:2]([F:1])([F:39])[C:3]1[CH:4]=[CH:5][C:6]([O:9][C:10]2[CH:15]=[CH:14][C:13]([O:16][C:17]([N:19]3[CH2:24][CH2:23][CH:22]([CH2:25][O:26][C:27]4[CH:28]=[CH:29][C:30]([C:33]([OH:35])=[O:34])=[CH:31][CH:32]=4)[CH2:21][CH2:20]3)=[O:18])=[CH:12][CH:11]=2)=[N:7][CH:8]=1, predict the reactants needed to synthesize it. (2) Given the product [OH:1][C:3]1([CH2:2][NH:8][C:9]2[CH:10]=[C:11]([CH2:15][CH2:16][CH2:17][N:18]3[C:26](=[O:27])[C:25]4[C:20](=[CH:21][CH:22]=[CH:23][CH:24]=4)[C:19]3=[O:28])[CH:12]=[CH:13][CH:14]=2)[CH2:7][CH2:6][CH2:5][CH2:4]1, predict the reactants needed to synthesize it. The reactants are: [O:1]1[C:3]2([CH2:7][CH2:6][CH2:5][CH2:4]2)[CH2:2]1.[NH2:8][C:9]1[CH:10]=[C:11]([CH2:15][CH2:16][CH2:17][N:18]2[C:26](=[O:27])[C:25]3[C:20](=[CH:21][CH:22]=[CH:23][CH:24]=3)[C:19]2=[O:28])[CH:12]=[CH:13][CH:14]=1. (3) Given the product [CH2:1]([O:8][C:9]([NH:11][CH2:12][CH2:13][CH2:14][C@@H:15]([C:34]([NH:36][C@H:37]1[CH2:41][CH2:40][CH2:39][C@H:38]1[C:42]([O:44][C:45]([CH3:48])([CH3:47])[CH3:46])=[O:43])=[O:35])[NH2:16])=[O:10])[C:2]1[CH:3]=[CH:4][CH:5]=[CH:6][CH:7]=1, predict the reactants needed to synthesize it. The reactants are: [CH2:1]([O:8][C:9]([NH:11][CH2:12][CH2:13][CH2:14][C@@H:15]([C:34]([NH:36][C@H:37]1[CH2:41][CH2:40][CH2:39][C@H:38]1[C:42]([O:44][C:45]([CH3:48])([CH3:47])[CH3:46])=[O:43])=[O:35])[NH:16]C(OCC1C2C=CC=CC=2C2C1=CC=CC=2)=O)=[O:10])[C:2]1[CH:7]=[CH:6][CH:5]=[CH:4][CH:3]=1.N1CCCCC1.